Dataset: Merck oncology drug combination screen with 23,052 pairs across 39 cell lines. Task: Regression. Given two drug SMILES strings and cell line genomic features, predict the synergy score measuring deviation from expected non-interaction effect. (1) Drug 1: Nc1ccn(C2OC(CO)C(O)C2(F)F)c(=O)n1. Drug 2: CS(=O)(=O)CCNCc1ccc(-c2ccc3ncnc(Nc4ccc(OCc5cccc(F)c5)c(Cl)c4)c3c2)o1. Cell line: A427. Synergy scores: synergy=-0.500. (2) Drug 1: CN(Cc1cnc2nc(N)nc(N)c2n1)c1ccc(C(=O)NC(CCC(=O)O)C(=O)O)cc1. Drug 2: Cc1nc(Nc2ncc(C(=O)Nc3c(C)cccc3Cl)s2)cc(N2CCN(CCO)CC2)n1. Cell line: KPL1. Synergy scores: synergy=-4.34. (3) Drug 1: CS(=O)(=O)CCNCc1ccc(-c2ccc3ncnc(Nc4ccc(OCc5cccc(F)c5)c(Cl)c4)c3c2)o1. Drug 2: O=C(NOCC(O)CO)c1ccc(F)c(F)c1Nc1ccc(I)cc1F. Cell line: VCAP. Synergy scores: synergy=6.20.